This data is from Experimentally validated miRNA-target interactions with 360,000+ pairs, plus equal number of negative samples. The task is: Binary Classification. Given a miRNA mature sequence and a target amino acid sequence, predict their likelihood of interaction. (1) The miRNA is mmu-miR-301b-3p with sequence CAGUGCAAUGGUAUUGUCAAAGC. The protein sequence of the target gene is MSHQTGIQASEDVKEIFARARNGKYRLLKISIENEQLVVGSCSPPSDSWEQDYDSFVLPLLEDKQPCYVLFRLDSQNAQGYEWIFIAWSPDHSHVRQKMLYAATRATLKKEFGGGHIKDEVFGTVKEDVSLHGYKKYLLSQSSPAPLTAAEEELRQIKINEVQTDVSVDTKHQTLQGVAFPISRDAFQALEKLSKKQLNYVQLEIDIKNETIILANTENTELRDLPKRIPKDSARYHFFLYKHSHEGDYLESVVFIYSMPGYTCSIRERMLYSSCKSPLLEIVERQLQMDVIRKIEIDNG.... Result: 0 (no interaction). (2) The miRNA is hsa-miR-663b with sequence GGUGGCCCGGCCGUGCCUGAGG. The protein sequence of the target gene is MDNLSPEEVQLRAHQVTDESLESTRRILGLAIESQDAGIKTITMLDEQGEQLNRIEEGMDQINKDMREAEKTLTELNKCCGLCICPCNRTKNFESGKNYKATWGDGGDNSPSNVVSKQPSRITNGQPQQTTGAASGGYIKRITNDAREDEMEENLTQVGSILGNLKNMALDMGNEIDAQNQQIQKITEKADTNKNRIDIANTRAKKLIDS. Result: 0 (no interaction). (3) The miRNA is mmu-miR-5112 with sequence UAGCUCAGCGGGAGAGCAC. The protein sequence of the target gene is MAALLRSARWLLRAGAAPRLPLSLRLLPGGPGRLHAASYLPAARAGPVAGGLLSPARLYAIAAKEKDIQEESTFSSRKISNQFDWALMRLDLSVRRTGRIPKKLLQKVFNDTCRSGGLGGSHALLLLRSCGSLLPELKLEERTEFAHRIWDTLQKLGAVYDVSHYNALLKVYLQNEYKFSPTDFLAKMEEANIQPNRVTYQRLIASYCNVGDIEGASKILGFMKTKDLPVTEAVFSALVTGHARAGDMENAENILTVMRDAGIEPGPDTYLALLNAYAEKGDIDHVKQTLEKVEKSELHL.... Result: 0 (no interaction). (4) The miRNA is mmu-miR-211-5p with sequence UUCCCUUUGUCAUCCUUUGCCU. The protein sequence of the target gene is MAWVLSMDEVIESGLVHDFDSSLSGIGQELGAGAYSMSDVLALPIFKQEDSSLSLEDEAKHPPFQYVMCAATSPAVKLHDETLTYLNQGQSYEIRMLDNRKMGDMPELSGKLVKSIIRVVFHDRRLQYTEHQQLEGWKWNRPGDRLLDLDIPMSVGIIDTRTNPSQLNAVEFLWDPAKRTSAFIQVHCISTEFTPRKHGGEKGVPFRIQVDTFKQNENGEYTDHLHSASCQIKVFKPKGADRKQKNDREKMEKRTAHEKEKYQPSYDTTILTEMRLEPIIEDAVEHEQKKSSKRTLPADY.... Result: 1 (interaction).